From a dataset of Catalyst prediction with 721,799 reactions and 888 catalyst types from USPTO. Predict which catalyst facilitates the given reaction. (1) Reactant: [Cl:1][C:2]1[C:33]([CH3:34])=[CH:32][C:5]([O:6][CH2:7][CH2:8][CH2:9][C:10]2[C:18]3[C:13](=[CH:14][CH:15]=[CH:16][CH:17]=3)[NH:12][C:11]=2[C:19]([NH:21][S:22]([CH2:25][CH:26]2[CH2:31][CH2:30][NH:29][CH2:28][CH2:27]2)(=[O:24])=[O:23])=[O:20])=[CH:4][C:3]=1[CH3:35].C(Cl)CCl.C1C=CC2N(O)N=NC=2C=1.[CH3:50][N:51]1[CH:55]=[CH:54][CH:53]=[C:52]1[C:56](O)=[O:57]. Product: [Cl:1][C:2]1[C:33]([CH3:34])=[CH:32][C:5]([O:6][CH2:7][CH2:8][CH2:9][C:10]2[C:18]3[C:13](=[CH:14][CH:15]=[CH:16][CH:17]=3)[NH:12][C:11]=2[C:19]([NH:21][S:22]([CH2:25][CH:26]2[CH2:31][CH2:30][N:29]([C:56]([C:52]3[N:51]([CH3:50])[CH:55]=[CH:54][CH:53]=3)=[O:57])[CH2:28][CH2:27]2)(=[O:23])=[O:24])=[O:20])=[CH:4][C:3]=1[CH3:35]. The catalyst class is: 2. (2) Reactant: Cl[C:2]1[C:3]([CH2:22][O:23][CH:24]2[CH2:29][CH2:28][CH2:27][CH2:26][O:25]2)=[C:4]2[C:8](=[C:9]([CH3:11])[CH:10]=1)[N:7]([S:12]([C:15]1[CH:21]=[CH:20][C:18]([CH3:19])=[CH:17][CH:16]=1)(=[O:14])=[O:13])[CH:6]=[CH:5]2.C1COCC1.[Br-].[CH2:36]([Zn+])[CH:37]([CH3:39])[CH3:38]. Product: [CH2:36]([C:2]1[C:3]([CH2:22][O:23][CH:24]2[CH2:29][CH2:28][CH2:27][CH2:26][O:25]2)=[C:4]2[C:8](=[C:9]([CH3:11])[CH:10]=1)[N:7]([S:12]([C:15]1[CH:21]=[CH:20][C:18]([CH3:19])=[CH:17][CH:16]=1)(=[O:14])=[O:13])[CH:6]=[CH:5]2)[CH:37]([CH3:39])[CH3:38]. The catalyst class is: 238. (3) Product: [OH:1][CH:2]([CH2:11][CH2:12][OH:13])[CH2:3][CH2:4][CH2:5][CH2:6][C:7]([O-:9])=[O:8].[Na+:15]. Reactant: [OH:1][CH:2]([CH2:11][CH2:12][OH:13])[CH2:3][CH2:4][CH2:5][CH2:6][C:7]([O:9]C)=[O:8].[OH-].[Na+:15]. The catalyst class is: 5. (4) Reactant: [C:1]([O:5][C:6](=[O:18])[NH:7][C@H:8]([C:13]1[O:14][CH:15]=[CH:16][CH:17]=1)[C@@H:9]([CH3:12])[CH:10]=[O:11])([CH3:4])([CH3:3])[CH3:2].[BH4-].[Na+]. Product: [C:1]([O:5][C:6](=[O:18])[NH:7][C@H:8]([C:13]1[O:14][CH:15]=[CH:16][CH:17]=1)[C@@H:9]([CH3:12])[CH2:10][OH:11])([CH3:2])([CH3:3])[CH3:4]. The catalyst class is: 191. (5) Reactant: C1(N)C=CC=C(N)C=1.NC1C=CC=CC=1.[C:16]1([C:28](Cl)=[O:29])[CH:21]=[C:20]([C:22](Cl)=[O:23])[CH:19]=[C:18](C(Cl)=O)[CH:17]=1.[C:31](Cl)(=[O:34])C=C. Product: [C:28](=[C:16]1[CH2:17][CH:18]=[CH:19][C:20](=[C:22]=[O:23])[C:21]1=[C:31]=[O:34])=[O:29]. The catalyst class is: 264. (6) Reactant: Br[C:2]1[CH:7]=[CH:6][C:5]([N+:8]([O-:10])=[O:9])=[CH:4][C:3]=1[Cl:11].[CH2:12]([N:14]([CH2:17][CH3:18])[CH2:15][CH3:16])[CH3:13].[C:19](#N)C. Product: [Cl:11][C:3]1[CH:4]=[C:5]([N+:8]([O-:10])=[O:9])[CH:6]=[CH:7][C:2]=1[C:19]#[C:13][CH2:12][N:14]([CH2:17][CH3:18])[CH2:15][CH3:16]. The catalyst class is: 205. (7) Reactant: C([O:3][C:4](=O)[CH:5]=[CH:6][C@@H:7]([CH3:50])[C@H:8]([O:40][CH2:41][C:42]1[CH:47]=[CH:46][C:45]([O:48][CH3:49])=[CH:44][CH:43]=1)[CH2:9][C@@H:10]([O:30][CH2:31][C:32]1[CH:37]=[CH:36][C:35]([O:38][CH3:39])=[CH:34][CH:33]=1)[CH2:11][O:12][Si:13]([C:26]([CH3:29])([CH3:28])[CH3:27])([C:20]1[CH:25]=[CH:24][CH:23]=[CH:22][CH:21]=1)[C:14]1[CH:19]=[CH:18][CH:17]=[CH:16][CH:15]=1)C. Product: [Si:13]([O:12][CH2:11][C@H:10]([O:30][CH2:31][C:32]1[CH:33]=[CH:34][C:35]([O:38][CH3:39])=[CH:36][CH:37]=1)[CH2:9][C@@H:8]([O:40][CH2:41][C:42]1[CH:47]=[CH:46][C:45]([O:48][CH3:49])=[CH:44][CH:43]=1)[C@H:7]([CH3:50])[CH:6]=[CH:5][CH2:4][OH:3])([C:26]([CH3:29])([CH3:27])[CH3:28])([C:14]1[CH:19]=[CH:18][CH:17]=[CH:16][CH:15]=1)[C:20]1[CH:21]=[CH:22][CH:23]=[CH:24][CH:25]=1. The catalyst class is: 390.